This data is from Full USPTO retrosynthesis dataset with 1.9M reactions from patents (1976-2016). The task is: Predict the reactants needed to synthesize the given product. (1) Given the product [CH3:24][N:23]([CH3:25])[C:14]1([C:17]2[CH:18]=[CH:19][CH:20]=[CH:21][CH:22]=2)[CH2:15][CH2:16][CH:11]([CH2:10][NH:9][C:8]([N:40]2[CH2:41][CH2:42][CH:37]([C:31]3[C:30]4[C:34](=[CH:35][CH:36]=[C:28]([F:27])[CH:29]=4)[NH:33][CH:32]=3)[CH2:38][CH2:39]2)=[O:7])[CH2:12][CH2:13]1, predict the reactants needed to synthesize it. The reactants are: C1([O:7][C:8](=O)[NH:9][CH2:10][CH:11]2[CH2:16][CH2:15][C:14]([N:23]([CH3:25])[CH3:24])([C:17]3[CH:22]=[CH:21][CH:20]=[CH:19][CH:18]=3)[CH2:13][CH2:12]2)C=CC=CC=1.[F:27][C:28]1[CH:29]=[C:30]2[C:34](=[CH:35][CH:36]=1)[NH:33][CH:32]=[C:31]2[CH:37]1[CH2:42][CH2:41][NH:40][CH2:39][CH2:38]1. (2) Given the product [N+:27]([C:26]1[C:21]([NH:4][CH2:3][C:2]2([C:5]3[CH:6]=[CH:7][CH:8]=[CH:9][CH:10]=3)[CH2:1][CH2:34][CH2:33][CH2:32][CH2:31]2)=[N:22][CH:23]=[CH:24][CH:25]=1)([O-:29])=[O:28], predict the reactants needed to synthesize it. The reactants are: [CH2:1]1[C@@H:3]([NH2:4])[C@@H:2]1[C:5]1[CH:10]=[CH:9][CH:8]=[CH:7][CH:6]=1.C(N(CC)C(C)C)(C)C.Br[C:21]1[C:26]([N+:27]([O-:29])=[O:28])=[CH:25][CH:24]=[CH:23][N:22]=1.O1[CH2:34][CH2:33][CH2:32][CH2:31]1. (3) Given the product [F:25][C:26]1[CH:27]=[C:28]([CH2:36][C:37]([NH:1][C:2]2[C:11]([CH3:12])=[CH:10][CH:9]=[C:8]3[C:3]=2[CH:4]=[CH:5][N:6]([CH2:14][CH2:15][N:16]([CH3:24])[C:17](=[O:23])[O:18][C:19]([CH3:21])([CH3:20])[CH3:22])[C:7]3=[O:13])=[O:38])[CH:29]=[CH:30][C:31]=1[C:32]([F:34])([F:35])[F:33], predict the reactants needed to synthesize it. The reactants are: [NH2:1][C:2]1[C:11]([CH3:12])=[CH:10][CH:9]=[C:8]2[C:3]=1[CH:4]=[CH:5][N:6]([CH2:14][CH2:15][N:16]([CH3:24])[C:17](=[O:23])[O:18][C:19]([CH3:22])([CH3:21])[CH3:20])[C:7]2=[O:13].[F:25][C:26]1[CH:27]=[C:28]([CH2:36][C:37](O)=[O:38])[CH:29]=[CH:30][C:31]=1[C:32]([F:35])([F:34])[F:33].C(N(CC)C(C)C)(C)C.CN(C)C=O. (4) Given the product [Cl:12][C:5]1[N:4]=[N:3][C:2]2[O:11][CH2:10][CH2:9][O:8][C:7]=2[CH:6]=1, predict the reactants needed to synthesize it. The reactants are: Cl[C:2]1[N:3]=[N:4][C:5]([Cl:12])=[CH:6][C:7]=1[O:8][CH2:9][CH2:10][OH:11].[H-].[Na+]. (5) The reactants are: C[O:2][C:3](=[O:14])[CH2:4][NH:5][CH2:6][C:7]1[CH:12]=[CH:11][C:10]([Br:13])=[CH:9][CH:8]=1.[OH-].[Li+]. Given the product [Br:13][C:10]1[CH:9]=[CH:8][C:7]([CH2:6][NH:5][CH2:4][C:3]([OH:14])=[O:2])=[CH:12][CH:11]=1, predict the reactants needed to synthesize it. (6) Given the product [Cl:37][C:34]1[CH:33]=[CH:32][C:31]([O:30][CH2:29][CH2:28][N:17]([S:18]([C:21]2[CH:22]=[CH:23][C:24]([F:27])=[CH:25][CH:26]=2)(=[O:19])=[O:20])[C:15]2[CH:14]=[CH:13][C:12]3[N:8]([CH2:7][C:6]([OH:41])=[O:5])[C:9]([CH2:38][CH2:39][CH3:40])=[N:10][C:11]=3[CH:16]=2)=[CH:36][CH:35]=1, predict the reactants needed to synthesize it. The reactants are: C([O:5][C:6](=[O:41])[CH2:7][N:8]1[C:12]2[CH:13]=[CH:14][C:15]([N:17]([CH2:28][CH2:29][O:30][C:31]3[CH:36]=[CH:35][C:34]([Cl:37])=[CH:33][CH:32]=3)[S:18]([C:21]3[CH:26]=[CH:25][C:24]([F:27])=[CH:23][CH:22]=3)(=[O:20])=[O:19])=[CH:16][C:11]=2[N:10]=[C:9]1[CH2:38][CH2:39][CH3:40])(C)(C)C.C(O)(C(F)(F)F)=O.